From a dataset of Peptide-MHC class I binding affinity with 185,985 pairs from IEDB/IMGT. Regression. Given a peptide amino acid sequence and an MHC pseudo amino acid sequence, predict their binding affinity value. This is MHC class I binding data. The peptide sequence is ATIMPHNLY. The MHC is HLA-B39:01 with pseudo-sequence HLA-B39:01. The binding affinity (normalized) is 0.0847.